Task: Predict which catalyst facilitates the given reaction.. Dataset: Catalyst prediction with 721,799 reactions and 888 catalyst types from USPTO Reactant: C([O:3][P:4]([CH2:9][CH2:10][NH:11][CH2:12][C:13]1[CH:22]=[CH:21][C:20]2[C:15](=[CH:16][CH:17]=[C:18]([O:23][CH:24]3[CH2:29][CH2:28][CH:27]([C:30]([CH3:33])([CH3:32])[CH3:31])[CH2:26][CH2:25]3)[CH:19]=2)[CH:14]=1)(=[O:8])[O:5]CC)C.Br[Si](C)(C)C. Product: [C:30]([C@H:27]1[CH2:26][CH2:25][C@H:24]([O:23][C:18]2[CH:19]=[C:20]3[C:15](=[CH:16][CH:17]=2)[CH:14]=[C:13]([CH2:12][NH:11][CH2:10][CH2:9][P:4](=[O:3])([OH:8])[OH:5])[CH:22]=[CH:21]3)[CH2:29][CH2:28]1)([CH3:33])([CH3:31])[CH3:32]. The catalyst class is: 10.